The task is: Predict the reactants needed to synthesize the given product.. This data is from Full USPTO retrosynthesis dataset with 1.9M reactions from patents (1976-2016). Given the product [O:40]([C:47]1[CH:48]=[CH:49][C:50]([NH:53][C:54]([O:1][CH:2]2[CH2:20][CH:19]3[N:4]([C:5](=[O:39])[CH:6]([NH:31][C:32]([O:34][C:35]([CH3:36])([CH3:38])[CH3:37])=[O:33])[CH2:7][O:8][CH2:9][CH2:10][CH2:11][CH:12]=[CH:13][CH:14]4[C:16]([C:22]([NH:24][S:25]([CH:28]5[CH2:29][CH2:30]5)(=[O:26])=[O:27])=[O:23])([NH:17][C:18]3=[O:21])[CH2:15]4)[CH2:3]2)=[O:55])=[CH:51][CH:52]=1)[C:41]1[CH:42]=[CH:43][CH:44]=[CH:45][CH:46]=1, predict the reactants needed to synthesize it. The reactants are: [OH:1][CH:2]1[CH2:20][CH:19]2[N:4]([C:5](=[O:39])[CH:6]([NH:31][C:32]([O:34][C:35]([CH3:38])([CH3:37])[CH3:36])=[O:33])[CH2:7][O:8][CH2:9][CH2:10][CH2:11][CH:12]=[CH:13][CH:14]3[C:16]([C:22]([NH:24][S:25]([CH:28]4[CH2:30][CH2:29]4)(=[O:27])=[O:26])=[O:23])([NH:17][C:18]2=[O:21])[CH2:15]3)[CH2:3]1.[O:40]([C:47]1[CH:52]=[CH:51][C:50]([N:53]=[C:54]=[O:55])=[CH:49][CH:48]=1)[C:41]1[CH:46]=[CH:45][CH:44]=[CH:43][CH:42]=1.